Task: Predict the product of the given reaction.. Dataset: Forward reaction prediction with 1.9M reactions from USPTO patents (1976-2016) Given the reactants [C:1]([C:5]1[CH:6]=[C:7]2[C:12](=[C:13]([F:15])[CH:14]=1)[C:11](=[O:16])[N:10]([C:17]1[C:18]([CH2:38][OH:39])=[C:19]([N:23]3[CH:27]=[C:26]([C:28]#[N:29])[C:25]([NH:30][C:31]4[CH:36]=[CH:35][C:34]([Cl:37])=[CH:33][N:32]=4)=[N:24]3)[CH:20]=[CH:21][CH:22]=1)[N:9]=[CH:8]2)([CH3:4])([CH3:3])[CH3:2].[O:40]1CCCC1, predict the reaction product. The product is: [C:1]([C:5]1[CH:6]=[C:7]2[C:12](=[C:13]([F:15])[CH:14]=1)[C:11](=[O:16])[N:10]([C:17]1[C:18]([CH2:38][OH:39])=[C:19]([N:23]3[CH:27]=[C:26]([C:28]([NH2:29])=[O:40])[C:25]([NH:30][C:31]4[CH:36]=[CH:35][C:34]([Cl:37])=[CH:33][N:32]=4)=[N:24]3)[CH:20]=[CH:21][CH:22]=1)[N:9]=[CH:8]2)([CH3:4])([CH3:2])[CH3:3].